The task is: Predict the product of the given reaction.. This data is from Forward reaction prediction with 1.9M reactions from USPTO patents (1976-2016). (1) Given the reactants C(Cl)(=O)C(Cl)=O.[F:7][C:8]1[CH:13]=[CH:12][C:11]([C:14]2[CH:19]=[CH:18][C:17]([C:20]([OH:22])=O)=[CH:16][CH:15]=2)=[CH:10][CH:9]=1.[NH2:23][C:24]1[CH:41]=[CH:40][C:27]2[N:28]=[C:29]([N:31]([CH3:39])[CH2:32][CH2:33][N:34]([CH3:38])[C:35](=[O:37])[CH3:36])[S:30][C:26]=2[CH:25]=1.N1C=CC=CC=1, predict the reaction product. The product is: [C:35]([N:34]([CH3:38])[CH2:33][CH2:32][N:31]([CH3:39])[C:29]1[S:30][C:26]2[CH:25]=[C:24]([NH:23][C:20]([C:17]3[CH:16]=[CH:15][C:14]([C:11]4[CH:10]=[CH:9][C:8]([F:7])=[CH:13][CH:12]=4)=[CH:19][CH:18]=3)=[O:22])[CH:41]=[CH:40][C:27]=2[N:28]=1)(=[O:37])[CH3:36]. (2) Given the reactants [OH:1][C:2]1[C:11]([O:12][C:13]([C:15]2[CH:20]=[CH:19][CH:18]=[CH:17][CH:16]=2)=[O:14])=[CH:10][CH:9]=[CH:8][C:3]=1[C:4]([O:6][CH3:7])=[O:5].C(=O)([O-])[O-].[K+].[K+].C(#N)C.Br[CH2:31][CH2:32][O:33][CH3:34], predict the reaction product. The product is: [CH3:34][O:33][CH2:32][CH2:31][O:1][C:2]1[C:11]([O:12][C:13]([C:15]2[CH:20]=[CH:19][CH:18]=[CH:17][CH:16]=2)=[O:14])=[CH:10][CH:9]=[CH:8][C:3]=1[C:4]([O:6][CH3:7])=[O:5]. (3) Given the reactants [CH3:1][O:2][C:3](=[O:28])[C:4](=P(C1C=CC=CC=1)(C1C=CC=CC=1)C1C=CC=CC=1)[CH2:5][C:6]([OH:8])=[O:7].[CH:29](=O)[C:30]1[CH:35]=[CH:34][CH:33]=[CH:32][CH:31]=1.C(=O)(O)[O-].[K+], predict the reaction product. The product is: [CH3:1][O:2][C:3](/[C:4](=[CH:29]/[C:30]1[CH:35]=[CH:34][CH:33]=[CH:32][CH:31]=1)/[CH2:5][C:6]([OH:8])=[O:7])=[O:28]. (4) Given the reactants [Br:1][CH2:2][CH2:3][CH2:4][OH:5].[C:6](Cl)([C:19]1[CH:24]=[CH:23][CH:22]=[CH:21][CH:20]=1)([C:13]1[CH:18]=[CH:17][CH:16]=[CH:15][CH:14]=1)[C:7]1[CH:12]=[CH:11][CH:10]=[CH:9][CH:8]=1, predict the reaction product. The product is: [Br:1][CH2:2][CH2:3][CH2:4][O:5][C:6]([C:7]1[CH:12]=[CH:11][CH:10]=[CH:9][CH:8]=1)([C:19]1[CH:20]=[CH:21][CH:22]=[CH:23][CH:24]=1)[C:13]1[CH:14]=[CH:15][CH:16]=[CH:17][CH:18]=1. (5) The product is: [C:1]([C:3]1[CH:4]=[C:5]([NH:9][S:10]([C:13]2[CH:14]=[CH:15][C:16]([O:25][CH3:26])=[C:17]3[C:22]=2[O:21][CH2:20][C@H:19]([N:23]([CH3:29])[CH3:24])[CH2:18]3)(=[O:12])=[O:11])[CH:6]=[CH:7][CH:8]=1)#[N:2]. Given the reactants [C:1]([C:3]1[CH:4]=[C:5]([NH:9][S:10]([C:13]2[CH:14]=[CH:15][C:16]([O:25][CH3:26])=[C:17]3[C:22]=2[O:21][CH2:20][C@H:19]([NH:23][CH3:24])[CH2:18]3)(=[O:12])=[O:11])[CH:6]=[CH:7][CH:8]=1)#[N:2].C=O.[C:29]([BH3-])#N.[Na+].Cl, predict the reaction product.